From a dataset of Catalyst prediction with 721,799 reactions and 888 catalyst types from USPTO. Predict which catalyst facilitates the given reaction. Reactant: C[Al](C)C.[NH:5]1[CH2:10][CH2:9][CH2:8][CH2:7][CH2:6]1.[Br:11][C:12]1[CH:13]=[C:14]([NH:18][C:19]2[C:20]3[C:27]4[CH2:28][CH2:29][CH:30]([C:32](OCC)=[O:33])[CH2:31][C:26]=4[S:25][C:21]=3[N:22]=[CH:23][N:24]=2)[CH:15]=[CH:16][CH:17]=1. Product: [Br:11][C:12]1[CH:13]=[C:14]([NH:18][C:19]2[C:20]3[C:27]4[CH2:28][CH2:29][CH:30]([C:32]([N:5]5[CH2:10][CH2:9][CH2:8][CH2:7][CH2:6]5)=[O:33])[CH2:31][C:26]=4[S:25][C:21]=3[N:22]=[CH:23][N:24]=2)[CH:15]=[CH:16][CH:17]=1. The catalyst class is: 11.